This data is from Full USPTO retrosynthesis dataset with 1.9M reactions from patents (1976-2016). The task is: Predict the reactants needed to synthesize the given product. (1) The reactants are: [F:1][C:2]1[CH:7]=[CH:6][C:5]([C:8]2[C:17]3[C:12](=[CH:13][CH:14]=[C:15]([N:18]4[CH2:23][CH2:22][CH2:21][CH2:20][CH2:19]4)[CH:16]=3)[N:11]=[C:10]([CH3:24])[C:9]=2[CH:25]([OH:27])[CH3:26])=[CH:4][CH:3]=1.O[C:29]1[CH:34]=[CH:33][CH:32]=[CH:31][N:30]=1.CCOC(/N=N/C(OCC)=O)=O. Given the product [F:1][C:2]1[CH:3]=[CH:4][C:5]([C:8]2[C:17]3[C:12](=[CH:13][CH:14]=[C:15]([N:18]4[CH2:19][CH2:20][CH2:21][CH2:22][CH2:23]4)[CH:16]=3)[N:11]=[C:10]([CH3:24])[C:9]=2[CH:25]([O:27][C:29]2[CH:34]=[CH:33][CH:32]=[CH:31][N:30]=2)[CH3:26])=[CH:6][CH:7]=1, predict the reactants needed to synthesize it. (2) Given the product [CH3:1][O:2][C:3]1[CH:8]=[CH:7][C:6]([NH:9][C:10]2[C:19]3[C:14](=[CH:15][CH:16]=[C:17]([C:20](=[O:23])[NH:21][CH3:22])[CH:18]=3)[N:13]=[CH:12][C:11]=2[C:24]([O:26][CH2:34][N:30]([S:39]([CH3:38])(=[O:41])=[O:40])[C:31]2[CH:32]=[CH:52][CH:51]=[CH:50][CH:33]=2)=[O:25])=[CH:5][CH:4]=1, predict the reactants needed to synthesize it. The reactants are: [CH3:1][O:2][C:3]1[CH:8]=[CH:7][C:6]([NH:9][C:10]2[C:19]3[C:14](=[CH:15][CH:16]=[C:17]([C:20](=[O:23])[NH:21][CH3:22])[CH:18]=3)[N:13]=[CH:12][C:11]=2[C:24]([OH:26])=[O:25])=[CH:5][CH:4]=1.C([N:30]([CH2:34]C)[CH:31]([CH3:33])[CH3:32])(C)C.ClC[CH:38](C1C=CC=CC=1)[S:39](C)(=[O:41])=[O:40].O1C[CH2:52][CH2:51][CH2:50]1. (3) Given the product [NH2:58][C:55]1[S:56][CH:57]=[C:53](/[C:49](=[N:50]/[O:51][CH3:52])/[C:48]([NH:5][C@@H:6]2[C:13](=[O:14])[N:12]3[C@@H:7]2[S:8][CH2:9][C:10]([CH2:27][S:28][C:29]2[N:30]([CH3:37])[NH:31][C:32](=[O:36])[C:33](=[O:35])[N:34]=2)=[C:11]3[C:15]([OH:17])=[O:16])=[O:59])[N:54]=1, predict the reactants needed to synthesize it. The reactants are: OC1C=CC=CC=1/C=[N:5]\[C@@H:6]1[C:13](=[O:14])[N:12]2[C@@H:7]1[S:8][CH2:9][C:10]([CH2:27][S:28][C:29]1[N:30]([CH3:37])[NH:31][C:32](=[O:36])[C:33](=[O:35])[N:34]=1)=[C:11]2[C:15]([O:17]CC1C=CC(OC)=CC=1)=[O:16].O.CS(O[C:48](=[O:59])/[C:49](/[C:53]1[N:54]=[C:55]([NH2:58])[S:56][CH:57]=1)=[N:50]\[O:51][CH3:52])(=O)=O.ClCCl. (4) Given the product [CH2:14]([C:2]1[CH:10]=[CH:9][CH:8]=[C:7]2[C:3]=1[CH2:4][CH2:5][C:6]2=[O:11])[CH3:15], predict the reactants needed to synthesize it. The reactants are: Br[C:2]1[CH:10]=[CH:9][CH:8]=[C:7]2[C:3]=1[CH2:4][CH2:5][C:6]2=[O:11].B([O-])O[CH2:14][CH3:15].C(=O)([O-])[O-].[K+].[K+]. (5) Given the product [ClH:44].[NH2:8][CH2:9][C:10]1[NH:11][C:12]([C:20]2[CH:29]=[CH:28][CH:27]=[C:26]3[C:21]=2[N:22]=[C:23]([NH:31][C:32]([CH3:35])([CH3:34])[CH3:33])[C:24]([CH3:30])=[N:25]3)=[CH:13][C:14]=1[C:15]([OH:17])=[O:16], predict the reactants needed to synthesize it. The reactants are: C(OC([NH:8][CH2:9][C:10]1[NH:11][C:12]([C:20]2[CH:29]=[CH:28][CH:27]=[C:26]3[C:21]=2[N:22]=[C:23]([NH:31][C:32]([CH3:35])([CH3:34])[CH3:33])[C:24]([CH3:30])=[N:25]3)=[CH:13][C:14]=1[C:15]([O:17]CC)=[O:16])=O)(C)(C)C.[Li+].[OH-].O1CCOCC1.[ClH:44]. (6) Given the product [NH2:15][C:12]1[N:11]=[CH:10][C:9]([O:8][C:5]2[CH:6]=[CH:7][C:2]([F:1])=[C:3]([NH:18][C:19]([NH:21][C:22]3[N:26]([C:27]4[CH:28]=[C:29]5[C:34](=[CH:35][CH:36]=4)[N:33]=[CH:32][CH:31]=[CH:30]5)[N:25]=[C:24]([CH:37]([CH3:38])[CH3:39])[CH:23]=3)=[O:20])[CH:4]=2)=[CH:14][CH:13]=1, predict the reactants needed to synthesize it. The reactants are: [F:1][C:2]1[CH:7]=[CH:6][C:5]([O:8][C:9]2[CH:10]=[N:11][C:12]([N+:15]([O-])=O)=[CH:13][CH:14]=2)=[CH:4][C:3]=1[NH:18][C:19]([NH:21][C:22]1[N:26]([C:27]2[CH:28]=[C:29]3[C:34](=[CH:35][CH:36]=2)[N:33]=[CH:32][CH:31]=[CH:30]3)[N:25]=[C:24]([CH:37]([CH3:39])[CH3:38])[CH:23]=1)=[O:20].